Dataset: Forward reaction prediction with 1.9M reactions from USPTO patents (1976-2016). Task: Predict the product of the given reaction. (1) Given the reactants [CH2:1]([S:3][C:4]1[C:9]([C:10](O)=[O:11])=[C:8]([C:13]([F:16])([F:15])[F:14])[CH:7]=[C:6]([N:17]2[CH2:22][CH2:21][O:20][CH2:19][CH2:18]2)[N:5]=1)[CH3:2].CN(C(ON1N=NC2C=CC=NC1=2)=[N+](C)C)C.F[P-](F)(F)(F)(F)F.CCN(CC)CC.[F:54][C:55]1[CH:56]=[C:57]([CH:60]=[CH:61][CH:62]=1)[CH2:58][NH2:59], predict the reaction product. The product is: [CH2:1]([S:3][C:4]1[C:9]([C:10]([NH:59][CH2:58][C:57]2[CH:60]=[CH:61][CH:62]=[C:55]([F:54])[CH:56]=2)=[O:11])=[C:8]([C:13]([F:15])([F:14])[F:16])[CH:7]=[C:6]([N:17]2[CH2:22][CH2:21][O:20][CH2:19][CH2:18]2)[N:5]=1)[CH3:2]. (2) The product is: [CH3:12][CH:13]1[CH2:21][CH2:20][CH:19]2[CH:15]([O:16][CH2:17][CH:18]2[CH3:22])[C:14]1=[O:23]. Given the reactants [Cr](Cl)([O-])(=O)=O.[NH+]1C=CC=CC=1.[CH3:12][CH:13]1[CH2:21][CH2:20][CH:19]2[CH:15]([O:16][CH2:17][CH:18]2[CH3:22])[CH:14]1[OH:23], predict the reaction product. (3) Given the reactants N#N.[C:3]([SiH2:7][O:8][C:9]([CH3:20])([CH3:19])[C:10]1[CH:15]=[CH:14][N:13]=[C:12]([C:16](=[O:18])[CH3:17])[CH:11]=1)([CH3:6])([CH3:5])[CH3:4].[CH2:21](O)[CH2:22][OH:23].COC(OC)OC, predict the reaction product. The product is: [C:3]([SiH2:7][O:8][C:9]([CH3:20])([CH3:19])[C:10]1[CH:15]=[CH:14][N:13]=[C:12]([C:16]2([CH3:17])[O:23][CH2:22][CH2:21][O:18]2)[CH:11]=1)([CH3:6])([CH3:4])[CH3:5]. (4) Given the reactants C([N:4]1[C:8]([CH3:9])=[C:7]([CH2:10][C:11]2[CH:16]=[CH:15][CH:14]=[CH:13][CH:12]=2)[C:6]([O:17][C@@H:18]2[O:44][C@H:43]([CH2:45][O:46][C:47](=[O:52])[C:48]([CH3:51])([CH3:50])[CH3:49])[C@@H:35]([O:36][C:37](=[O:42])[C:38]([CH3:41])([CH3:40])[CH3:39])[C@H:27]([O:28][C:29](=[O:34])[C:30]([CH3:33])([CH3:32])[CH3:31])[C@H:19]2[O:20][C:21](=[O:26])[C:22]([CH3:25])([CH3:24])[CH3:23])=[N:5]1)(=O)C.C(=O)(O)[O-].[K+], predict the reaction product. The product is: [CH2:10]([C:7]1[C:6]([O:17][C@@H:18]2[O:44][C@H:43]([CH2:45][O:46][C:47](=[O:52])[C:48]([CH3:51])([CH3:50])[CH3:49])[C@@H:35]([O:36][C:37](=[O:42])[C:38]([CH3:39])([CH3:40])[CH3:41])[C@H:27]([O:28][C:29](=[O:34])[C:30]([CH3:33])([CH3:32])[CH3:31])[C@H:19]2[O:20][C:21](=[O:26])[C:22]([CH3:23])([CH3:24])[CH3:25])=[N:5][NH:4][C:8]=1[CH3:9])[C:11]1[CH:16]=[CH:15][CH:14]=[CH:13][CH:12]=1. (5) Given the reactants Cl[CH:2]([C:8]([CH3:10])=O)[C:3]([O:5][CH2:6][CH3:7])=[O:4].[C:11]([C:13]1[CH:21]=[CH:20][C:16]([C:17]([NH2:19])=[O:18])=[CH:15][CH:14]=1)#[N:12], predict the reaction product. The product is: [CH3:10][C:8]1[N:19]=[C:17]([C:16]2[CH:20]=[CH:21][C:13]([C:11]#[N:12])=[CH:14][CH:15]=2)[O:18][C:2]=1[C:3]([O:5][CH2:6][CH3:7])=[O:4]. (6) Given the reactants [Cl:1][C:2]1[C:11]2[C:6](=[CH:7][CH:8]=[C:9]([CH:12]([C:14]3[O:18][C:17]([CH3:19])=[N:16][C:15]=3[CH3:20])[OH:13])[CH:10]=2)[N:5]=[C:4]([O:21][CH3:22])[C:3]=1[CH2:23][C:24]1[CH:29]=[CH:28][C:27]([C:30]([F:33])([F:32])[F:31])=[CH:26][CH:25]=1.[Al], predict the reaction product. The product is: [Cl:1][C:2]1[C:11]2[C:6](=[CH:7][CH:8]=[C:9]([C:12]([C:14]3[O:18][C:17]([CH3:19])=[N:16][C:15]=3[CH3:20])=[O:13])[CH:10]=2)[N:5]=[C:4]([O:21][CH3:22])[C:3]=1[CH2:23][C:24]1[CH:25]=[CH:26][C:27]([C:30]([F:32])([F:31])[F:33])=[CH:28][CH:29]=1.